Dataset: Catalyst prediction with 721,799 reactions and 888 catalyst types from USPTO. Task: Predict which catalyst facilitates the given reaction. Reactant: [Br:1][C:2]1[CH:17]=[CH:16][C:5]([C:6]([C@@H:8]2[CH2:12][CH2:11][CH2:10][C@H:9]2[C:13]([OH:15])=[O:14])=[O:7])=[CH:4][CH:3]=1.IC.[C:20]([O-])(O)=O.[Na+].O. The catalyst class is: 9. Product: [Br:1][C:2]1[CH:3]=[CH:4][C:5]([C:6]([C@@H:8]2[CH2:12][CH2:11][CH2:10][C@H:9]2[C:13]([O:15][CH3:20])=[O:14])=[O:7])=[CH:16][CH:17]=1.